This data is from Catalyst prediction with 721,799 reactions and 888 catalyst types from USPTO. The task is: Predict which catalyst facilitates the given reaction. (1) Reactant: O.NN.[C:4]([O:8][C:9](=[O:33])[NH:10][C:11]([C:13]1[N:14]=[C:15]([O:18][CH2:19][CH2:20][O:21][N:22]2C(=O)C3C(=CC=CC=3)C2=O)[S:16][CH:17]=1)=[NH:12])([CH3:7])([CH3:6])[CH3:5]. Product: [NH2:22][O:21][CH2:20][CH2:19][O:18][C:15]1[S:16][CH:17]=[C:13]([C:11]([NH:10][C:9](=[O:33])[O:8][C:4]([CH3:6])([CH3:5])[CH3:7])=[NH:12])[N:14]=1. The catalyst class is: 199. (2) Reactant: C1C2C(COC(=O)[NH:17][C@H:18]3[CH2:23][CH2:22][CH2:21][C:20]([F:25])([F:24])[C@@H:19]3[NH:26][C:27]([C:29]3[S:30][C:31]([CH:43]([F:45])[F:44])=[C:32]([C:34]4[N:38]5[N:39]=[CH:40][CH:41]=[CH:42][C:37]5=[N:36][CH:35]=4)[CH:33]=3)=[O:28])C3C(=CC=CC=3)C=2C=CC=1.N1CCCCC1. Product: [NH2:17][C@@H:18]1[C@@H:19]([NH:26][C:27]([C:29]2[S:30][C:31]([CH:43]([F:44])[F:45])=[C:32]([C:34]3[N:38]4[N:39]=[CH:40][CH:41]=[CH:42][C:37]4=[N:36][CH:35]=3)[CH:33]=2)=[O:28])[C:20]([F:24])([F:25])[CH2:21][CH2:22][CH2:23]1. The catalyst class is: 18. (3) Reactant: [NH:1]1[C:9]2[C:4](=[CH:5][CH:6]=[CH:7][CH:8]=2)[C:3]([C:10]2[CH:15]=[CH:14][N:13]=[C:12]([NH:16][C@@H:17]3[CH2:22][CH2:21][CH2:20][C@H:19]([NH:23][C:24]([C:26]4[CH:31]=[CH:30][C:29]([NH:32]C(=O)OC(C)(C)C)=[CH:28][CH:27]=4)=[O:25])[CH2:18]3)[N:11]=2)=[CH:2]1.Cl.O1CCOCC1. Product: [NH:1]1[C:9]2[C:4](=[CH:5][CH:6]=[CH:7][CH:8]=2)[C:3]([C:10]2[CH:15]=[CH:14][N:13]=[C:12]([NH:16][C@@H:17]3[CH2:22][CH2:21][CH2:20][C@H:19]([NH:23][C:24](=[O:25])[C:26]4[CH:27]=[CH:28][C:29]([NH2:32])=[CH:30][CH:31]=4)[CH2:18]3)[N:11]=2)=[CH:2]1. The catalyst class is: 2. (4) Reactant: C(Cl)(=O)C(Cl)=O.C[N:8](C)[CH:9]=[O:10].[CH3:12][N:13]1[C:17]([CH2:18][CH2:19][C:20]2[CH:25]=[CH:24][C:23]([C:26]([F:29])([F:28])[F:27])=[CH:22][CH:21]=2)=[C:16](C(O)=O)[CH:15]=[N:14]1. Product: [CH3:12][N:13]1[C:17]([CH2:18][CH2:19][C:20]2[CH:25]=[CH:24][C:23]([C:26]([F:27])([F:29])[F:28])=[CH:22][CH:21]=2)=[C:16]([C:9]([NH2:8])=[O:10])[CH:15]=[N:14]1. The catalyst class is: 22. (5) Reactant: [OH:1]/[N:2]=[C:3]1\[CH2:4][CH2:5][C:6]2[C:11]\1=[CH:10][C:9]([O:12][CH3:13])=[CH:8][CH:7]=2.CCN(CC)CC.[CH3:21][S:22](Cl)(=[O:24])=[O:23]. Product: [CH3:13][O:12][C:9]1[CH:10]=[C:11]2[C:6]([CH2:5][CH2:4]/[C:3]/2=[N:2]\[O:1][S:22]([CH3:21])(=[O:24])=[O:23])=[CH:7][CH:8]=1. The catalyst class is: 79. (6) Reactant: Cl[C:2]1[C:3]2[CH:20]=[CH:19][N:18]([CH2:21][CH2:22][N:23]3[CH2:28][CH2:27][O:26][CH2:25][CH2:24]3)[C:4]=2[N:5]=[C:6]([S:8]([C:11]2[CH:16]=[CH:15][C:14]([F:17])=[CH:13][CH:12]=2)(=[O:10])=[O:9])[N:7]=1.[CH3:29][C:30]1[NH:34][N:33]=[C:32]([NH2:35])[CH:31]=1.[I-].[Na+].CCN(C(C)C)C(C)C. Product: [F:17][C:14]1[CH:15]=[CH:16][C:11]([S:8]([C:6]2[N:7]=[C:2]([NH:35][C:32]3[CH:31]=[C:30]([CH3:29])[NH:34][N:33]=3)[C:3]3[CH:20]=[CH:19][N:18]([CH2:21][CH2:22][N:23]4[CH2:28][CH2:27][O:26][CH2:25][CH2:24]4)[C:4]=3[N:5]=2)(=[O:10])=[O:9])=[CH:12][CH:13]=1. The catalyst class is: 3.